From a dataset of Full USPTO retrosynthesis dataset with 1.9M reactions from patents (1976-2016). Predict the reactants needed to synthesize the given product. (1) The reactants are: [F:1][C:2]([F:26])([F:25])[O:3][C:4]1[CH:9]=[CH:8][C:7]([CH:10]2[CH2:15][NH:14][CH2:13][CH:12]([NH:16][C:17](=[O:24])[C:18]3[CH:23]=[CH:22][CH:21]=[CH:20][CH:19]=3)[CH2:11]2)=[CH:6][CH:5]=1.C(N(CC)CC)C.[C:34](Cl)(=[O:45])[O:35][C:36]1[CH:41]=[CH:40][C:39]([N+:42]([O-:44])=[O:43])=[CH:38][CH:37]=1.C(=O)(O)[O-].[Na+]. Given the product [C:18]1([C:17]([NH:16][CH:12]2[CH2:11][CH:10]([C:7]3[CH:6]=[CH:5][C:4]([O:3][C:2]([F:1])([F:25])[F:26])=[CH:9][CH:8]=3)[CH2:15][N:14]([C:34]([O:35][C:36]3[CH:37]=[CH:38][C:39]([N+:42]([O-:44])=[O:43])=[CH:40][CH:41]=3)=[O:45])[CH2:13]2)=[O:24])[CH:19]=[CH:20][CH:21]=[CH:22][CH:23]=1, predict the reactants needed to synthesize it. (2) Given the product [Cl:1][C:2]1[C:7]([CH3:8])=[C:6]([CH2:11][C:12]2[CH:17]=[CH:16][CH:15]=[CH:14][CH:13]=2)[N:5]=[CH:4][N:3]=1, predict the reactants needed to synthesize it. The reactants are: [Cl:1][C:2]1[C:7]([CH3:8])=[C:6](Cl)[N:5]=[CH:4][N:3]=1.[Br-].[CH2:11]([Zn+])[C:12]1[CH:17]=[CH:16][CH:15]=[CH:14][CH:13]=1. (3) Given the product [NH2:14][C:15]1[CH:22]=[CH:21][C:20]([C:6]2[CH:7]=[CH:8][C:3]([C:2]([F:13])([F:12])[F:1])=[CH:4][CH:5]=2)=[CH:19][C:16]=1[C:17]#[N:18], predict the reactants needed to synthesize it. The reactants are: [F:1][C:2]([F:13])([F:12])[C:3]1[CH:8]=[CH:7][C:6](B(O)O)=[CH:5][CH:4]=1.[NH2:14][C:15]1[CH:22]=[CH:21][C:20](Br)=[CH:19][C:16]=1[C:17]#[N:18].C(=O)([O-])[O-].[Na+].[Na+]. (4) Given the product [O:1]1[CH2:6][CH2:5][CH2:4][O:3][CH:2]1[C:7]1[CH:8]=[C:9]([NH:10][C:31]([C:20]2[CH:21]=[C:22]([C:25]3[CH:26]=[CH:27][CH:28]=[CH:29][CH:30]=3)[CH:23]=[CH:24][C:19]=2[F:18])=[NH:32])[CH:11]=[CH:12][CH:13]=1, predict the reactants needed to synthesize it. The reactants are: [O:1]1[CH2:6][CH2:5][CH2:4][O:3][CH:2]1[C:7]1[CH:8]=[C:9]([CH:11]=[CH:12][CH:13]=1)[NH2:10].C[Al](C)C.[F:18][C:19]1[CH:24]=[CH:23][C:22]([C:25]2[CH:30]=[CH:29][CH:28]=[CH:27][CH:26]=2)=[CH:21][C:20]=1[C:31]#[N:32]. (5) Given the product [CH3:1][O:2][C:3](=[O:14])[CH2:4][CH2:5][C:6]1[CH:11]=[C:10]([Br:20])[C:9]([OH:12])=[CH:8][C:7]=1[CH3:13], predict the reactants needed to synthesize it. The reactants are: [CH3:1][O:2][C:3](=[O:14])[CH2:4][CH2:5][C:6]1[CH:11]=[CH:10][C:9]([OH:12])=[CH:8][C:7]=1[CH3:13].C(=O)([O-])[O-].[Ca+2].[Br:20]Br.S(=O)(O)[O-].[Na+]. (6) Given the product [F:32][C:15]1[CH:14]=[C:13]([CH:10]2[CH2:11][CH2:12][NH:8][CH2:9]2)[CH:18]=[CH:17][C:16]=1[NH:19][S:20]([C:23]1[CH:28]=[CH:27][C:26]([CH:29]([CH3:31])[CH3:30])=[CH:25][CH:24]=1)(=[O:22])=[O:21], predict the reactants needed to synthesize it. The reactants are: C([N:8]1[CH2:12][CH2:11][CH:10]([C:13]2[CH:18]=[CH:17][C:16]([NH:19][S:20]([C:23]3[CH:28]=[CH:27][C:26]([CH:29]([CH3:31])[CH3:30])=[CH:25][CH:24]=3)(=[O:22])=[O:21])=[C:15]([F:32])[CH:14]=2)[CH2:9]1)C1C=CC=CC=1. (7) Given the product [F:25][C:26]([F:45])([F:44])[S:27]([O:16][C:13]1[CH:12]=[CH:11][C:10]2[CH2:9][CH2:8][CH:7]([N:17]3[CH2:21][CH2:20][CH2:19][CH2:18]3)[CH:6]([CH2:5][C:4]3[CH:22]=[CH:23][CH:24]=[C:2]([Cl:1])[CH:3]=3)[C:15]=2[CH:14]=1)(=[O:29])=[O:28], predict the reactants needed to synthesize it. The reactants are: [Cl:1][C:2]1[CH:3]=[C:4]([CH:22]=[CH:23][CH:24]=1)[CH2:5][CH:6]1[C:15]2[CH:14]=[C:13]([OH:16])[CH:12]=[CH:11][C:10]=2[CH2:9][CH2:8][CH:7]1[N:17]1[CH2:21][CH2:20][CH2:19][CH2:18]1.[F:25][C:26]([F:45])([F:44])[S:27](N(C1C=CC=CC=1)[S:27]([C:26]([F:45])([F:44])[F:25])(=[O:29])=[O:28])(=[O:29])=[O:28].C(N(CC)CC)C. (8) Given the product [Cl:15][C:14]1[C:2]([NH:1][CH2:21][CH2:22][CH2:23][CH2:24][CH2:25][C:26]([O:28][CH2:29][CH3:30])=[O:27])=[CH:3][C:4]([O:16][CH3:17])=[C:5]([CH:13]=1)[C:6]([O:8][C:9]([CH3:12])([CH3:11])[CH3:10])=[O:7], predict the reactants needed to synthesize it. The reactants are: [NH2:1][C:2]1[C:14]([Cl:15])=[CH:13][C:5]([C:6]([O:8][C:9]([CH3:12])([CH3:11])[CH3:10])=[O:7])=[C:4]([O:16][CH3:17])[CH:3]=1.[H-].[Na+].Br[CH2:21][CH2:22][CH2:23][CH2:24][CH2:25][C:26]([O:28][CH2:29][CH3:30])=[O:27].O. (9) Given the product [CH:28]1([NH:31][C:24]([C:21]2[O:22][C:23]3[C:15]([N:12]4[CH2:11][CH2:10][N:9]([CH2:8][CH2:7][C:2]5[CH:3]=[CH:4][CH:5]=[CH:6][N:1]=5)[CH2:14][CH2:13]4)=[CH:16][CH:17]=[CH:18][C:19]=3[CH:20]=2)=[O:25])[CH2:30][CH2:29]1, predict the reactants needed to synthesize it. The reactants are: [N:1]1[CH:6]=[CH:5][CH:4]=[CH:3][C:2]=1[CH2:7][CH2:8][N:9]1[CH2:14][CH2:13][N:12]([C:15]2[C:23]3[O:22][C:21]([C:24]([O-])=[O:25])=[CH:20][C:19]=3[CH:18]=[CH:17][CH:16]=2)[CH2:11][CH2:10]1.[Li+].[CH:28]1([NH2:31])[CH2:30][CH2:29]1.